The task is: Predict the reactants needed to synthesize the given product.. This data is from Full USPTO retrosynthesis dataset with 1.9M reactions from patents (1976-2016). (1) Given the product [Cl:17][C:14]1[CH:15]=[CH:16][C:9]2[C:8](=[C:18]3[CH2:23][CH2:22][N:21]([C:24](=[O:32])[CH2:25][C:26]4[CH:27]=[N:28][CH:29]=[CH:30][CH:31]=4)[CH2:20][CH2:19]3)[C:4]3=[N:5][CH:6]=[CH:7][C:2]([S:42][CH2:35][C:36]4[CH:41]=[CH:40][CH:39]=[CH:38][CH:37]=4)=[C:3]3[CH2:12][CH2:11][C:10]=2[CH:13]=1, predict the reactants needed to synthesize it. The reactants are: Cl[C:2]1[CH:7]=[CH:6][N:5]=[C:4]2[C:8](=[C:18]3[CH2:23][CH2:22][N:21]([C:24](=[O:32])[CH2:25][C:26]4[CH:27]=[N:28][CH:29]=[CH:30][CH:31]=4)[CH2:20][CH2:19]3)[C:9]3[CH:16]=[CH:15][C:14]([Cl:17])=[CH:13][C:10]=3[CH2:11][CH2:12][C:3]=12.[H-].[Na+].[CH2:35]([SH:42])[C:36]1[CH:41]=[CH:40][CH:39]=[CH:38][CH:37]=1. (2) Given the product [ClH:33].[ClH:33].[CH3:4][C:5]1[N:6]=[C:7]([CH:23]([NH2:28])[CH3:24])[S:8][C:9]=1[C:10]1[CH:15]=[CH:14][N:13]=[C:12]([C:16]([CH3:22])([CH3:21])[C:17]([F:20])([F:19])[F:18])[CH:11]=1, predict the reactants needed to synthesize it. The reactants are: C(=O)C.[CH3:4][C:5]1[N:6]=[C:7]([C:23](=O)[CH3:24])[S:8][C:9]=1[C:10]1[CH:15]=[CH:14][N:13]=[C:12]([C:16]([CH3:22])([CH3:21])[C:17]([F:20])([F:19])[F:18])[CH:11]=1.[BH3-]C#[N:28].[Na+].CCO.[ClH:33]. (3) Given the product [CH3:19][O:18][C:10]1[CH:11]=[C:12]([N+:15]([O-:17])=[O:16])[CH:13]=[CH:14][C:9]=1[N:1]1[CH:5]=[C:4]([C:6]#[N:7])[N:3]=[CH:2]1, predict the reactants needed to synthesize it. The reactants are: [NH:1]1[CH:5]=[C:4]([C:6]#[N:7])[N:3]=[CH:2]1.F[C:9]1[CH:14]=[CH:13][C:12]([N+:15]([O-:17])=[O:16])=[CH:11][C:10]=1[O:18][CH3:19].C([O-])([O-])=O.[K+].[K+]. (4) Given the product [I:1][C:2]1[CH:7]=[CH:6][C:5]([CH:8]([CH2:23][C:24]2[CH:25]=[N:26][CH:27]=[CH:28][CH:29]=2)[C:9]#[N:10])=[CH:4][CH:3]=1, predict the reactants needed to synthesize it. The reactants are: [I:1][C:2]1[CH:7]=[CH:6][C:5]([CH2:8][C:9]#[N:10])=[CH:4][CH:3]=1.C[Si]([N-][Si](C)(C)C)(C)C.[Li+].Cl.Cl[CH2:23][C:24]1[CH:25]=[N:26][CH:27]=[CH:28][CH:29]=1.O. (5) Given the product [OH:8][C:9]1[CH:37]=[CH:36][C:35]([N:38]2[CH2:39][CH2:40][CH2:41][CH2:42][CH2:43]2)=[CH:34][C:10]=1[C:11]([NH:13][C:14]1[CH:26]=[C:25]([O:27][C:28]2[CH:33]=[CH:32][CH:31]=[CH:30][CH:29]=2)[CH:24]=[CH:23][C:15]=1[C:16]([O:18][C:19]([CH3:22])([CH3:21])[CH3:20])=[O:17])=[O:12], predict the reactants needed to synthesize it. The reactants are: C([O:8][C:9]1[CH:37]=[CH:36][C:35]([N:38]2[CH2:43][CH2:42][CH2:41][CH2:40][CH2:39]2)=[CH:34][C:10]=1[C:11]([NH:13][C:14]1[CH:26]=[C:25]([O:27][C:28]2[CH:33]=[CH:32][CH:31]=[CH:30][CH:29]=2)[CH:24]=[CH:23][C:15]=1[C:16]([O:18][C:19]([CH3:22])([CH3:21])[CH3:20])=[O:17])=[O:12])C1C=CC=CC=1.C(Cl)(Cl)Cl. (6) Given the product [C:1]([O:5][C:6]([N:8]([C:10]1[CH:15]=[CH:14][C:13]([CH:16]([OH:19])[CH3:17])=[CH:12][N:11]=1)[CH3:9])=[O:7])([CH3:4])([CH3:3])[CH3:2], predict the reactants needed to synthesize it. The reactants are: [C:1]([O:5][C:6]([N:8]([C:10]1[CH:15]=[CH:14][C:13]([CH:16]=[CH2:17])=[CH:12][N:11]=1)[CH3:9])=[O:7])([CH3:4])([CH3:3])[CH3:2].B.[O:19]1CCCC1.CC([O-])=O.[Na+].OO. (7) Given the product [CH3:40][S:41]([O:1][CH2:2][C:3]1[CH:8]=[C:7]([O:9][CH2:10][CH2:11][N:12]([CH2:19][CH2:20][O:21][CH2:22][CH2:23][O:24][CH2:25][CH2:26][O:27][CH3:28])[CH2:13][CH2:14][C:15]([O:17][CH3:18])=[O:16])[CH:6]=[C:5]([CH2:29][O:30][S:41]([CH3:40])(=[O:43])=[O:42])[N:4]=1)(=[O:43])=[O:42], predict the reactants needed to synthesize it. The reactants are: [OH:1][CH2:2][C:3]1[CH:8]=[C:7]([O:9][CH2:10][CH2:11][N:12]([CH2:19][CH2:20][O:21][CH2:22][CH2:23][O:24][CH2:25][CH2:26][O:27][CH3:28])[CH2:13][CH2:14][C:15]([O:17][CH3:18])=[O:16])[CH:6]=[C:5]([CH2:29][OH:30])[N:4]=1.C(N(C(C)C)CC)(C)C.[CH3:40][S:41](Cl)(=[O:43])=[O:42]. (8) The reactants are: [Br:1][C:2]1[CH:11]=[C:10]2[C:5]([CH:6]=[CH:7][N:8]=[C:9]2Cl)=[CH:4][CH:3]=1.[NH:13]1[CH2:18][CH2:17][NH:16][CH2:15][C:14]1=[O:19].C(N(CC)C(C)C)(C)C. Given the product [Br:1][C:2]1[CH:11]=[C:10]2[C:5]([CH:6]=[CH:7][N:8]=[C:9]2[N:16]2[CH2:17][CH2:18][NH:13][C:14](=[O:19])[CH2:15]2)=[CH:4][CH:3]=1, predict the reactants needed to synthesize it. (9) Given the product [ClH:16].[CH3:1][C:2]1[O:3][C:4]2[C:14]([N:15]=1)=[CH:13][C:7]1[CH2:8][CH2:9][N:10]([CH2:17][CH2:18][CH2:19][S:20][C:21]3[N:25]([CH3:26])[C:24]([C:27]4[CH:32]=[CH:31][C:30]([C:33]([F:36])([F:34])[F:35])=[CH:29][CH:28]=4)=[N:23][N:22]=3)[CH2:11][CH2:12][C:6]=1[CH:5]=2, predict the reactants needed to synthesize it. The reactants are: [CH3:1][C:2]1[O:3][C:4]2[C:14]([N:15]=1)=[CH:13][C:7]1[CH2:8][CH2:9][NH:10][CH2:11][CH2:12][C:6]=1[CH:5]=2.[Cl:16][CH2:17][CH2:18][CH2:19][S:20][C:21]1[N:25]([CH3:26])[C:24]([C:27]2[CH:32]=[CH:31][C:30]([C:33]([F:36])([F:35])[F:34])=[CH:29][CH:28]=2)=[N:23][N:22]=1.